From a dataset of Reaction yield outcomes from USPTO patents with 853,638 reactions. Predict the reaction yield, written as a fraction of the theoretical maximum amount of product (1.0 means a 100% yield; for example, 0.34 means a 34% yield). (1) The reactants are CS(O[CH2:6][CH2:7][C:8]1[CH:13]=[CH:12][C:11]([O:14][C:15]2[S:16][C:17]3[C:18]([N:23]=2)=[N:19][CH:20]=[CH:21][CH:22]=3)=[CH:10][CH:9]=1)(=O)=O.[C:24]([N:27]1[CH2:32][C@@H:31]2[CH2:33][C@H:28]1[CH2:29][NH:30]2)(=[O:26])C.C([O-])([O-])=O.[K+].[K+].CC#[N:42]. No catalyst specified. The product is [S:16]1[C:17]2[C:18](=[N:19][CH:20]=[CH:21][CH:22]=2)[N:23]=[C:15]1[O:14][C:11]1[CH:12]=[CH:13][C:8]([CH2:7][CH2:6][N:30]2[CH2:29][C@@H:28]3[CH2:33][C@H:31]2[CH2:32][N:27]3[C:24]([NH2:42])=[O:26])=[CH:9][CH:10]=1. The yield is 0.160. (2) The reactants are [C:1]([C:4]12[CH2:11][CH:10]3[CH2:12][C:6]([C:13]([OH:15])=[O:14])([CH2:7][CH:8]1[CH2:9]3)[CH2:5]2)(=[O:3])[CH3:2].[C:16](Cl)(=O)C. The catalyst is CO. The product is [C:1]([C:4]12[CH2:11][CH:10]3[CH2:12][C:6]([C:13]([O:15][CH3:16])=[O:14])([CH2:7][CH:8]1[CH2:9]3)[CH2:5]2)(=[O:3])[CH3:2]. The yield is 0.930. (3) The reactants are Cl.[NH2:2][C@@H:3]1[C@@H:8]2[CH2:9][C@@H:5]([CH2:6][CH2:7]2)[C@@H:4]1[C:10]([O:12][CH3:13])=[O:11].C([O-])(=O)C.[Na+].[F:19][C:20]1[CH:27]=[CH:26][C:23]([CH:24]=O)=[CH:22][CH:21]=1.C([BH3-])#N.[Na+].C(=O)(O)[O-].[Na+]. The catalyst is CO.C(OCC)(=O)C. The product is [F:19][C:20]1[CH:27]=[CH:26][C:23]([CH2:24][NH:2][C@@H:3]2[C@@H:8]3[CH2:9][C@@H:5]([CH2:6][CH2:7]3)[C@@H:4]2[C:10]([O:12][CH3:13])=[O:11])=[CH:22][CH:21]=1. The yield is 0.990. (4) The reactants are [CH3:1][O:2][C:3](=[O:36])[CH2:4][CH2:5][CH2:6]/[CH:7]=[CH:8]\[CH2:9][C@H:10]1[C:14](=[O:15])[CH:13]=[CH:12][C@@H:11]1/[CH:16]=[CH:17]/[C@@H:18]([O:28][Si:29]([C:32]([CH3:35])([CH3:34])[CH3:33])([CH3:31])[CH3:30])[CH2:19][CH2:20][C:21]1[S:22][C:23]([CH3:27])=[C:24]([Br:26])[CH:25]=1. The catalyst is C1(C)C=CC=CC=1.C1C=CC(P(C2C=CC=CC=2)C2C=CC=CC=2)=CC=1.C1C=CC(P(C2C=CC=CC=2)C2C=CC=CC=2)=CC=1.C1C=CC(P(C2C=CC=CC=2)C2C=CC=CC=2)=CC=1.C1C=CC(P(C2C=CC=CC=2)C2C=CC=CC=2)=CC=1.C1C=CC(P(C2C=CC=CC=2)C2C=CC=CC=2)=CC=1.C1C=CC(P(C2C=CC=CC=2)C2C=CC=CC=2)=CC=1.[Cu].[Cu].[Cu].[Cu].[Cu].[Cu]. The product is [CH3:1][O:2][C:3](=[O:36])[CH2:4][CH2:5][CH2:6]/[CH:7]=[CH:8]\[CH2:9][C@H:10]1[C:14](=[O:15])[CH2:13][CH2:12][C@@H:11]1/[CH:16]=[CH:17]/[C@@H:18]([O:28][Si:29]([C:32]([CH3:34])([CH3:33])[CH3:35])([CH3:30])[CH3:31])[CH2:19][CH2:20][C:21]1[S:22][C:23]([CH3:27])=[C:24]([Br:26])[CH:25]=1. The yield is 0.890. (5) The reactants are NN.CC([N:7]([CH2:11][CH2:12][CH:13]([N:20]1C(=O)C2C(=CC=CC=2)C1=O)[C:14]1[CH:19]=[CH:18][CH:17]=[CH:16][CH:15]=1)[C:8](=[O:10])[O-:9])(C)C. The catalyst is C1COCC1.CO. The product is [NH2:20][CH:13]([C:14]1[CH:15]=[CH:16][CH:17]=[CH:18][CH:19]=1)[CH2:12][CH2:11][NH:7][C:8](=[O:10])[O:9][C:14]([CH3:19])([CH3:15])[CH3:13]. The yield is 0.760. (6) The reactants are [NH2:1][C@:2]12[CH2:37][CH2:36][C@@H:35]([C:38]([CH3:40])=[CH2:39])[C@@H:3]1[C@@H:4]1[C@@:17]([CH3:20])([CH2:18][CH2:19]2)[C@@:16]2([CH3:21])[C@@H:7]([C@:8]3([CH3:34])[C@@H:13]([CH2:14][CH2:15]2)[C:12]([CH3:23])([CH3:22])[C:11]([C:24]2[CH:33]=[CH:32][C:27]([C:28]([O:30]C)=[O:29])=[CH:26][CH:25]=2)=[CH:10][CH2:9]3)[CH2:6][CH2:5]1.CN(C)CCC(N[C@]12CC[C@@H](C(C)=C)[C@@H]1[C@@H]1[C@@](C)(CC2)[C@@]2(C)[C@@H]([C@]3(C)[C@@H](CC2)C(C)(C)C(C2C=CC(C(O)=O)=CC=2)=CC3)CC1)=O.[N:87]1([CH2:92][C:93](O)=[O:94])[CH:91]=[CH:90][N:89]=[CH:88]1. No catalyst specified. The product is [N:87]1([CH2:92][C:93]([NH:1][C@:2]23[CH2:37][CH2:36][C@@H:35]([C:38]([CH3:40])=[CH2:39])[C@@H:3]2[C@@H:4]2[C@@:17]([CH3:20])([CH2:18][CH2:19]3)[C@@:16]3([CH3:21])[C@@H:7]([C@:8]4([CH3:34])[C@@H:13]([CH2:14][CH2:15]3)[C:12]([CH3:23])([CH3:22])[C:11]([C:24]3[CH:25]=[CH:26][C:27]([C:28]([OH:30])=[O:29])=[CH:32][CH:33]=3)=[CH:10][CH2:9]4)[CH2:6][CH2:5]2)=[O:94])[CH:91]=[CH:90][N:89]=[CH:88]1. The yield is 0.600. (7) The reactants are O=[C:2]1[CH2:5][N:4]([C:6]([O:8][C:9]([CH3:12])([CH3:11])[CH3:10])=[O:7])[CH2:3]1.[CH3:13][NH:14][CH:15]1[CH2:18][CH2:17][CH2:16]1.C(O[BH-](OC(=O)C)OC(=O)C)(=O)C.[Na+]. The catalyst is C(Cl)Cl.C(OCC)(=O)C. The product is [CH:15]1([N:14]([CH3:13])[CH:2]2[CH2:5][N:4]([C:6]([O:8][C:9]([CH3:12])([CH3:11])[CH3:10])=[O:7])[CH2:3]2)[CH2:18][CH2:17][CH2:16]1. The yield is 0.487. (8) The reactants are Br[C:2]1[S:6][C:5]([C:7]2[N:8]=[C:9]3[CH:14]=[CH:13][CH:12]=[CH:11][N:10]3[C:15]=2[NH:16][C:17]([CH3:24])([CH3:23])[CH2:18][C:19]([CH3:22])([CH3:21])[CH3:20])=[CH:4][CH:3]=1.[C:25]1([C:31]#[CH:32])[CH:30]=[CH:29][CH:28]=[CH:27][CH:26]=1.C(N(CC)CC)C.C(=O)([O-])[O-].[Na+].[Na+]. The catalyst is CN(C=O)C.CC(=O)OCC.Cl[Pd](Cl)([P](C1C=CC=CC=1)(C1C=CC=CC=1)C1C=CC=CC=1)[P](C1C=CC=CC=1)(C1C=CC=CC=1)C1C=CC=CC=1.[Cu]I. The product is [C:25]1([C:31]#[C:32][C:2]2[S:6][C:5]([C:7]3[N:8]=[C:9]4[CH:14]=[CH:13][CH:12]=[CH:11][N:10]4[C:15]=3[NH:16][C:17]([CH3:23])([CH3:24])[CH2:18][C:19]([CH3:20])([CH3:22])[CH3:21])=[CH:4][CH:3]=2)[CH:30]=[CH:29][CH:28]=[CH:27][CH:26]=1. The yield is 0.160.